From a dataset of Peptide-MHC class I binding affinity with 185,985 pairs from IEDB/IMGT. Regression. Given a peptide amino acid sequence and an MHC pseudo amino acid sequence, predict their binding affinity value. This is MHC class I binding data. (1) The peptide sequence is ALVEICTEM. The MHC is HLA-B57:01 with pseudo-sequence HLA-B57:01. The binding affinity (normalized) is 0.0134. (2) The peptide sequence is LPPKSSIDAF. The MHC is HLA-B35:01 with pseudo-sequence HLA-B35:01. The binding affinity (normalized) is 0.352.